From a dataset of Choline transporter screen with 302,306 compounds. Binary Classification. Given a drug SMILES string, predict its activity (active/inactive) in a high-throughput screening assay against a specified biological target. (1) The compound is Clc1ccc(S(=O)(=O)NP(Oc2ccccc2)(Oc2ccccc2)=O)cc1. The result is 0 (inactive). (2) The compound is S(=O)(=O)(NCC(OCC(=O)Nc1c(F)cccc1F)=O)/C=C\c1ccc(cc1)C. The result is 0 (inactive). (3) The compound is O=C1N(C(=O)CC1c1ccc(OC(C)C)cc1)c1ccc(cc1)C(O)=O. The result is 0 (inactive). (4) The compound is O(C(=O)N1CCN(CC1)c1n2nc(nc2nc(c1)C)C)CC. The result is 0 (inactive). (5) The result is 0 (inactive). The compound is O(C(=O)C1CCN(CC1)C(=O)CCc1c(n2ncnc2nc1C)C)CC. (6) The drug is S(c1c(NC(=O)c2c(onc2C)C)cccc1)C. The result is 0 (inactive). (7) The molecule is S(=O)(=O)(N1CCOCC1)c1cc(ccc1)C(=O)NCc1cccnc1. The result is 0 (inactive). (8) The drug is S(=O)(=O)(N(C)C)c1ccc(NC(=O)CCNC(=O)c2occc2)cc1. The result is 0 (inactive). (9) The drug is O=C1N(C(c2c1cccc2)C(=O)NCc1cccnc1)Cc1ccc(OCC)cc1. The result is 0 (inactive).